This data is from Full USPTO retrosynthesis dataset with 1.9M reactions from patents (1976-2016). The task is: Predict the reactants needed to synthesize the given product. Given the product [Cl:30][CH2:31][CH2:32][CH2:33][C:34]([NH:1][C:2]1[CH:10]=[C:9]2[C:5](=[CH:4][CH:3]=1)[CH2:6][O:7][C:8]2=[C:11]1[C:19]2[C:14](=[CH:15][CH:16]=[CH:17][CH:18]=2)[NH:13][C:12]1=[O:20])=[O:35], predict the reactants needed to synthesize it. The reactants are: [NH2:1][C:2]1[CH:10]=[C:9]2[C:5]([CH2:6][O:7][C:8]2=[C:11]2[C:19]3[C:14](=[CH:15][CH:16]=[CH:17][CH:18]=3)[NH:13][C:12]2=[O:20])=[CH:4][CH:3]=1.C(N(CC)C(C)C)(C)C.[Cl:30][CH2:31][CH2:32][CH2:33][C:34](Cl)=[O:35].